Dataset: Catalyst prediction with 721,799 reactions and 888 catalyst types from USPTO. Task: Predict which catalyst facilitates the given reaction. (1) Reactant: F[C:2]1[CH:3]=[C:4]([CH:7]=[C:8]([N:10]2[CH2:16][CH2:15][CH2:14][C:13]3[N:17]=[C:18]([C:20]4[CH:25]=[CH:24][CH:23]=[CH:22][N:21]=4)[O:19][C:12]=3[CH2:11]2)[CH:9]=1)[C:5]#[N:6].BrC1C=C(C=[C:33]([O:35]C)C=1)C#N.C(Cl)Cl. Product: [CH3:33][O:35][C:2]1[CH:3]=[C:4]([CH:7]=[C:8]([N:10]2[CH2:16][CH2:15][CH2:14][C:13]3[N:17]=[C:18]([C:20]4[CH:25]=[CH:24][CH:23]=[CH:22][N:21]=4)[O:19][C:12]=3[CH2:11]2)[CH:9]=1)[C:5]#[N:6]. The catalyst class is: 5. (2) Reactant: [C:1]([C:3]1[CH:4]=[CH:5][N:6]2[C:11]=1[CH:10]=[C:9]([C:12](O)=[O:13])[CH:8]=[CH:7]2)#[N:2].CC(C)CC(Cl)=O.CN1CCOCC1. Product: [OH:13][CH2:12][C:9]1[CH:8]=[CH:7][N:6]2[C:11]([CH:10]=1)=[C:3]([C:1]#[N:2])[CH:4]=[CH:5]2. The catalyst class is: 7. (3) Reactant: C(C1C(=O)C(Cl)=C(Cl)C(=O)C=1C#N)#N.COC1C=CC(C[O:22][CH:23]([C:29]2[CH:34]=[CH:33][C:32]([C:35]3[C@@H:36]([CH2:46][CH2:47][CH2:48][C:49]4[S:53][C:52]([C:54]([O:56][CH3:57])=[O:55])=[CH:51][CH:50]=4)[CH2:37][CH2:38][C:39]=3[C:40]#[C:41][Si:42]([CH3:45])([CH3:44])[CH3:43])=[CH:31][CH:30]=2)[CH2:24][CH2:25][CH2:26][CH2:27][CH3:28])=CC=1.O.C([O-])(O)=O.[Na+]. Product: [OH:22][CH:23]([C:29]1[CH:34]=[CH:33][C:32]([C:35]2[C@@H:36]([CH2:46][CH2:47][CH2:48][C:49]3[S:53][C:52]([C:54]([O:56][CH3:57])=[O:55])=[CH:51][CH:50]=3)[CH2:37][CH2:38][C:39]=2[C:40]#[C:41][Si:42]([CH3:43])([CH3:44])[CH3:45])=[CH:31][CH:30]=1)[CH2:24][CH2:25][CH2:26][CH2:27][CH3:28]. The catalyst class is: 2.